From a dataset of Reaction yield outcomes from USPTO patents with 853,638 reactions. Predict the reaction yield, written as a fraction of the theoretical maximum amount of product (1.0 means a 100% yield; for example, 0.34 means a 34% yield). (1) The reactants are Br[C:2]1[CH:3]=[C:4]2[C:9](=[CH:10][CH:11]=1)[N:8]=[CH:7][C:6]([C:12](=[O:15])[CH2:13][CH3:14])=[C:5]2[NH:16][C:17]1[CH:18]=[CH:19][C:20]([N:23]2[CH2:28][CH2:27][CH2:26][C@H:25]([NH:29][C:30](=[O:36])[O:31][C:32]([CH3:35])([CH3:34])[CH3:33])[CH2:24]2)=[N:21][CH:22]=1.[Cl:37][C:38]1[CH:43]=[C:42](B2OC(C)(C)C(C)(C)O2)[CH:41]=[C:40]([Cl:53])[C:39]=1[OH:54]. No catalyst specified. The product is [Cl:37][C:38]1[CH:43]=[C:42]([C:2]2[CH:3]=[C:4]3[C:9](=[CH:10][CH:11]=2)[N:8]=[CH:7][C:6]([C:12](=[O:15])[CH2:13][CH3:14])=[C:5]3[NH:16][C:17]2[CH:18]=[CH:19][C:20]([N:23]3[CH2:28][CH2:27][CH2:26][C@H:25]([NH:29][C:30](=[O:36])[O:31][C:32]([CH3:35])([CH3:34])[CH3:33])[CH2:24]3)=[N:21][CH:22]=2)[CH:41]=[C:40]([Cl:53])[C:39]=1[OH:54]. The yield is 0.540. (2) The reactants are C1CO[C:8]2[CH:7]=[CH:6][C:5]([NH:11][C:12]3[C:17]([F:18])=[CH:16][N:15]=[C:14]([NH:19][C:20]4[CH:25]=[CH:24][CH:23]=[C:22](O)[CH:21]=4)[N:13]=3)=[CH:4][C:3]=2[O:2]1.ClC1N=C(NC2C=CC=C(O)C=2)C(F)=C[N:29]=1.N1C=CC=CC=1CN. No catalyst specified. The product is [F:18][C:17]1[C:12]([NH:11][C:5]2[CH:6]=[CH:7][CH:8]=[C:3]([OH:2])[CH:4]=2)=[N:13][C:14]([NH:19][CH2:20][C:25]2[CH:24]=[CH:23][CH:22]=[CH:21][N:29]=2)=[N:15][CH:16]=1. The yield is 0.620. (3) The reactants are C(OC([N:8]1[CH2:13][C@@H:12]2[CH2:14][C@H:9]1[CH2:10][N:11]2[C:15]1[CH:20]=[CH:19][C:18]([C:21]2[NH:26][C:25](=[O:27])[C:24]([C:28]([OH:30])=[O:29])=[CH:23][C:22]=2[CH2:31][CH3:32])=[CH:17][CH:16]=1)=O)(C)(C)C.C(O)(C(F)(F)F)=O. The catalyst is C(Cl)Cl. The product is [C@H:12]12[CH2:14][C@H:9]([NH:8][CH2:13]1)[CH2:10][N:11]2[C:15]1[CH:16]=[CH:17][C:18]([C:21]2[NH:26][C:25](=[O:27])[C:24]([C:28]([OH:30])=[O:29])=[CH:23][C:22]=2[CH2:31][CH3:32])=[CH:19][CH:20]=1. The yield is 0.900. (4) The product is [Br:1][C:2]1[CH:3]=[C:4]([C:11]([O:13][CH3:14])=[O:12])[C:5]2[CH:6]=[CH:7][N:8]([CH:23]3[CH2:26][CH2:25][CH2:24]3)[C:9]=2[CH:10]=1. The yield is 0.250. The reactants are [Br:1][C:2]1[CH:3]=[C:4]([C:11]([O:13][CH3:14])=[O:12])[C:5]2[CH:6]=[CH:7][NH:8][C:9]=2[CH:10]=1.[Cl-].C(C[P+](C)(C)C)#N.[CH:23]1(O)[CH2:26][CH2:25][CH2:24]1.[H-].[Na+]. The catalyst is C1COCC1.CCOC(C)=O.CCCCCC. (5) The reactants are [CH3:1][O:2][C:3]1[CH:4]=[C:5]2[C:10](=[CH:11][C:12]=1[O:13][CH3:14])[N:9]=[CH:8][N:7]=[C:6]2[O:15][C:16]1[CH:22]=[CH:21][C:19]([NH2:20])=[CH:18][CH:17]=1.[C:23]1([CH3:29])[CH:28]=[CH:27][CH:26]=[CH:25][CH:24]=1.C(N(CC)CC)C.ClC(Cl)([O:40][C:41](=[O:47])OC(Cl)(Cl)Cl)Cl.COC1C=[CH:61][C:54]([CH:55](O)C(C)(C)C)=[CH:53]C=1. The catalyst is C(Cl)Cl. The product is [CH3:1][O:2][C:3]1[CH:4]=[C:5]2[C:10](=[CH:11][C:12]=1[O:13][CH3:14])[N:9]=[CH:8][N:7]=[C:6]2[O:15][C:16]1[CH:22]=[CH:21][C:19]([NH:20][C:41](=[O:47])[O:40][CH2:29][C:23]2[CH:28]=[CH:27][C:26]([C:54]([CH3:61])([CH3:55])[CH3:53])=[CH:25][CH:24]=2)=[CH:18][CH:17]=1. The yield is 0.420. (6) The reactants are [Cl:1][C:2]1[CH:9]=[CH:8][C:5]([CH:6]=[O:7])=[C:4](F)[CH:3]=1.[CH3:11][O-:12].[Na+]. No catalyst specified. The product is [Cl:1][C:2]1[CH:9]=[CH:8][C:5]([CH:6]=[O:7])=[C:4]([O:12][CH3:11])[CH:3]=1. The yield is 0.775. (7) The yield is 0.740. No catalyst specified. The reactants are [NH2:1][C:2]1[C:11]2[C:6](=[C:7](Br)[CH:8]=[CH:9][CH:10]=2)[N:5]=[N:4][C:3]=1[C:13]([NH:15][CH:16]1[CH2:18][CH2:17]1)=[O:14].[CH3:19][O:20][C:21]1[CH:26]=[CH:25][C:24]([CH3:27])=[CH:23][C:22]=1B(O)O. The product is [NH2:1][C:2]1[C:11]2[C:6](=[C:7]([C:22]3[CH:23]=[C:24]([CH3:27])[CH:25]=[CH:26][C:21]=3[O:20][CH3:19])[CH:8]=[CH:9][CH:10]=2)[N:5]=[N:4][C:3]=1[C:13]([NH:15][CH:16]1[CH2:18][CH2:17]1)=[O:14].